Dataset: Forward reaction prediction with 1.9M reactions from USPTO patents (1976-2016). Task: Predict the product of the given reaction. Given the reactants [C:1]([O:5][C:6](=[O:14])[CH2:7]/[N:8]=[CH:9]/[C:10]([CH3:13])([CH3:12])[CH3:11])([CH3:4])([CH3:3])[CH3:2].[Cl:15][C:16]1[C:17]([F:33])=[C:18](/[CH:22]=[C:23](/[C:26]2[CH:31]=[CH:30]C(Cl)=[CH:28][CH:27]=2)\[C:24]#[N:25])[CH:19]=[CH:20][CH:21]=1.C(N(CC)CC)C.Cl[CH2:42][Cl:43], predict the reaction product. The product is: [C:1]([O:5][C:6]([C@H:7]1[C@H:22]([C:18]2[CH:19]=[CH:20][CH:21]=[C:16]([Cl:15])[C:17]=2[F:33])[C@:23]([C:26]2[CH:27]=[CH:28][C:42]([Cl:43])=[CH:30][CH:31]=2)([C:24]#[N:25])[C@H:9]([C:10]([CH3:13])([CH3:12])[CH3:11])[NH:8]1)=[O:14])([CH3:4])([CH3:3])[CH3:2].